This data is from Forward reaction prediction with 1.9M reactions from USPTO patents (1976-2016). The task is: Predict the product of the given reaction. (1) Given the reactants Br[C:2]1[C:10]2[C:5](=[N:6][CH:7]=[CH:8][CH:9]=2)[N:4]([S:11]([C:14]2[CH:19]=[CH:18][CH:17]=[CH:16][CH:15]=2)(=[O:13])=[O:12])[CH:3]=1.[B:20]1([B:20]2[O:24][C:23]([CH3:26])([CH3:25])[C:22]([CH3:28])([CH3:27])[O:21]2)[O:24][C:23]([CH3:26])([CH3:25])[C:22]([CH3:28])([CH3:27])[O:21]1.C([O-])(=O)C.[K+].ClCCl.CN(C)C=O, predict the reaction product. The product is: [C:14]1([S:11]([N:4]2[C:5]3=[N:6][CH:7]=[CH:8][CH:9]=[C:10]3[C:2]([B:20]3[O:24][C:23]([CH3:26])([CH3:25])[C:22]([CH3:28])([CH3:27])[O:21]3)=[CH:3]2)(=[O:13])=[O:12])[CH:19]=[CH:18][CH:17]=[CH:16][CH:15]=1. (2) Given the reactants [C:1]([C:4]1[C:9]2[NH:10][C:11]3[C:16]([C:8]=2[C:7]([C:22]2[C:23]([F:39])=[C:24]([NH:28]C(=O)OCC4C=CC=CC=4)[CH:25]=[CH:26][CH:27]=2)=[CH:6][N:5]=1)=[CH:15][CH:14]=[C:13]([O:17][CH2:18][CH2:19][O:20][CH3:21])[CH:12]=3)(=[O:3])[NH2:2], predict the reaction product. The product is: [NH2:28][C:24]1[C:23]([F:39])=[C:22]([C:7]2[C:8]3[C:16]4[C:11](=[CH:12][C:13]([O:17][CH2:18][CH2:19][O:20][CH3:21])=[CH:14][CH:15]=4)[NH:10][C:9]=3[C:4]([C:1]([NH2:2])=[O:3])=[N:5][CH:6]=2)[CH:27]=[CH:26][CH:25]=1.